Dataset: Experimentally validated miRNA-target interactions with 360,000+ pairs, plus equal number of negative samples. Task: Binary Classification. Given a miRNA mature sequence and a target amino acid sequence, predict their likelihood of interaction. (1) The miRNA is hsa-miR-378a-5p with sequence CUCCUGACUCCAGGUCCUGUGU. The protein sequence of the target gene is MAARRSQRRRGRRGEPGTALLVPLALGLGLALACLGLLLAVVSLGSRASLSAQEPAQEELVAEEDQDPSELNPQTEESQDPAPFLNRLVRPRRSAPKGRKTRARRAIAAHYEVHPRPGQDGAQAGVDGTVSGWEEARINSSSPLRYNRQIGEFIVTRAGLYYLYCQVHFDEGKAVYLKLDLLVDGVLALRCLEEFSATAASSLGPQLRLCQVSGLLALRPGSSLRIRTLPWAHLKAAPFLTYFGLFQVH. Result: 0 (no interaction). (2) The miRNA is hsa-miR-4506 with sequence AAAUGGGUGGUCUGAGGCAA. The protein sequence of the target gene is MGSKKLKRVGLSQELCDRLSRHQILTCQDFLCLSPLELMKVTGLSYRGVHELLCMVSRACAPKMQTAYGIKAQRSADFSPAFLSTTLSALDEALHGGVACGSLTEITGPPGCGKTQFCIMMSILATLPTNMGGLEGAVVYIDTESAFSAERLVEIAESRFPRYFNTEEKLLLTSSKVHLYRELTCDEVLQRIESLEEEIISKGIKLVILDSVASVVRKEFDAQLQGNLKERNKFLAREASSLKYLAEEFSIPVILTNQITTHLSGALASQADLVSPADDLSLSEGTSGSSCVIAALGNTW.... Result: 1 (interaction). (3) The miRNA is hsa-miR-6862-5p with sequence CGGGCAUGCUGGGAGAGACUUU. The protein sequence of the target gene is MFQRFTSLFFNTPAPPEDSNCPGAFVSEEDEVDGWLIIDLQDSYTAPPDPGASPAPAGRPPPAPSLMDESWFVTPPACFTAEGPGLGPARLQSNPLEDLLIEHPSMSVYVTGSTIVLESGPPSPHPEAALPDQDLSDGELAPALREPRALHHAAAPMPARAVLLEKAGQVRRLQRARQRAERHTLSAKVLQRQNRARESRSRRPKHQGSFIYQPCQRQFNY. Result: 0 (no interaction). (4) The miRNA is hsa-miR-4523 with sequence GACCGAGAGGGCCUCGGCUGU. The protein sequence of the target gene is MSDQQLDCALDLMRRLPPQQIEKNLSDLIDLVPSLCEDLLSSVDQPLKIARDKVVGKDYLLCDYNRDGDSYRSPWSNKYDPPLEDGAMPSARLRKLEVEANNAFDQYRDLYFEGGVSSVYLWDLDHGFAGVILIKKAGDGSKKIKGCWDSIHVVEVQEKSSGRTAHYKLTSTVMLWLQTNKSGSGTMNLGGSLTRQMEKDETVSDCSPHIANIGRLVEDMENKIRSTLNEIYFGKTKDIVNGLRSLDAIPDNHKFKQLQRELSQVLTQRQVYIQPDN. Result: 0 (no interaction). (5) The miRNA is rno-miR-222-3p with sequence AGCUACAUCUGGCUACUGGGU. The protein sequence of the target gene is MDTKRCFANRFDDYQGSLLAGQCEEAVAPLVTSTIERILQELPPLGGGAEARGATGAGSSCQGGLYSGVAGVAYMLYHVSQSPLFAAARERYLRFAKRLIDACLRAEEWGETDADTRAAFLLGGAGVYAVATLVYHALGRPDYVQPLGKFRALCAVCAPVSFLDCGSDELFVGRAGYLCAALVLKQKLAQEVLTPTQIKAICQAILDSGKQYALKKRKPFPLMYSYYGTEYLGAAHGLSSILQMLLSYQEHLKPSDRELVWQSVDFLMEQEQNCNWPPELGETIERENELVHWCHGAPGI.... Result: 0 (no interaction). (6) The miRNA is hsa-miR-3121-3p with sequence UAAAUAGAGUAGGCAAAGGACA. The protein sequence of the target gene is MADHMMAMNHGRFPDGTNGLHHHPAHRMGMGQFPSPHHHQQQQPQHAFNALMGEHIHYGAGNMNATSGIRHAMGPGTVNGGHPPSALAPAARFNNSQFMGPPVASQGGSLPASMQLQKLNNQYFNHHPYPHNHYMPDLHPAAGHQMNGTNQHFRDCNPKHSGGSSTPGGSGGSSTPGGSGSSSGGGAGSSNSGGGSGSGNMPASVAHVPAAMLPPNVIDTDFIDEEVLMSLVIEMGLDRIKELPELWLGQNEFDFMTDFVCKQQPSRVSC. Result: 1 (interaction). (7) The miRNA is hsa-miR-6499-3p with sequence AGCAGUGUUUGUUUUGCCCACA. The protein sequence of the target gene is MAGKVKWVTDIEKSVLINNFEKRGWVQVTENEDWNFYWMSVQTIRNVFSVEAGYRLSDDQIVNHFPNHYELTRKDLMVKNIKRYRKELEKEGSPLAEKDENGKYLYLDFVPVTYMLPADYNLFVEEFRKSPSSTWIMKPCGKAQGKGIFLINKLSQIKKWSRDSKTSSFVSQSNKEAYVISLYINNPLLIGGRKFDLRLYVLVSTYRPLRCYMYKLGFCRFCTVKYTPSTSELDNMFVHLTNVAIQKHGEDYNHIHGGKWTVSNLRLYLESTRGKEVTSKLFDEIHWIIVQSLKAVAPVM.... Result: 1 (interaction). (8) The protein sequence of the target gene is MAKSAEVKLAIFGRAGVGKSALVVRFLTKRFIWEYDPTLESTYRHQATIDDEVVSMEILDTAGQEDTIQREGHMRWGEGFVLVYDITDRGSFEEVLPLKNILDEIKKPKNVTLILVGNKADLDHSRQVSTEEGEKLATELACAFYECSACTGEGNITEIFYELCREVRRRRMVQGKTRRRSSTTHVKQAINKMLTKISS. The miRNA is hsa-miR-4434 with sequence AGGAGAAGUAAAGUAGAA. Result: 0 (no interaction). (9) The miRNA is hsa-miR-4298 with sequence CUGGGACAGGAGGAGGAGGCAG. The protein sequence of the target gene is MSSACDAGDHYPLHLLVWKNDYRQLEKELQGQNVEAVDPRGRTLLHLAVSLGHLESARVLLRHKADVTKENRQGWTVLHEAVSTGDPEMVYTVLQHRDYHNTSMALEGVPELLQKILEAPDFYVQMKWEFTSWVPLVSRICPNDVCRIWKSGAKLRVDITLLGFENMSWIRGRRSFIFKGEDNWAELMEVNHDDKVVTTERFDLSQEMERLTLDLMKPKSREVERRLTSPVINTSLDTKNIAFERTKSGFWGWRTDKAEVVNGYEAKVYTVNNVNVITKIRTEHLTEEEKKRYKADRNPL.... Result: 0 (no interaction). (10) The protein sequence of the target gene is MAALLMPRRNKGMRTRLGCLSHKSDSCSDFTAILPDKPNRALKRLSTEEATRWAESFDVLLSHKYGVAAFRAFLKTEFSEENLEFWLACEEFKKTRSTAKLVTKAHRIFEEFVDVQAPREVNIDFQTREATRKNMQEPSLTCFDQAQGKVHSLMEKDSYPRFLRSKMYLDLLSQSQRRLS. Result: 1 (interaction). The miRNA is mmu-miR-466a-5p with sequence UAUGUGUGUGUACAUGUACAUA.